This data is from Full USPTO retrosynthesis dataset with 1.9M reactions from patents (1976-2016). The task is: Predict the reactants needed to synthesize the given product. (1) The reactants are: Br[C:2]1[CH:3]=[C:4]2[C@@:11]3([C:16]([F:18])([F:17])[CH2:15][O:14][C:13]([NH2:19])=[N:12]3)[CH2:10][CH2:9][O:8][C:5]2=[CH:6][CH:7]=1.[N:20]1[CH:25]=[C:24](B(O)O)[CH:23]=[N:22][CH:21]=1. Given the product [F:17][C:16]1([F:18])[CH2:15][O:14][C:13]([NH2:19])=[N:12][C@@:11]21[C:4]1[C:5](=[CH:6][CH:7]=[C:2]([C:24]3[CH:25]=[N:20][CH:21]=[N:22][CH:23]=3)[CH:3]=1)[O:8][CH2:9][CH2:10]2, predict the reactants needed to synthesize it. (2) Given the product [C:36]1([CH3:46])[CH:37]=[CH:38][C:39]([S:42]([OH:45])(=[O:43])=[O:44])=[CH:40][CH:41]=1.[CH2:46]([C:9]1[N:10]=[C:11]([CH3:13])[O:12][C:8]=1[CH2:14][NH:15][C:16]([C:18]1[CH:22]=[C:21]([NH:23][C:24](=[O:34])[C:25]2[CH:30]=[C:29]([F:31])[C:28]([F:32])=[CH:27][C:26]=2[Cl:33])[NH:20][N:19]=1)=[O:17])[C:36]1[CH:41]=[CH:40][CH:39]=[CH:38][CH:37]=1, predict the reactants needed to synthesize it. The reactants are: C([C:8]1([CH2:14][NH:15][C:16]([C:18]2[CH:22]=[C:21]([NH:23][C:24](=[O:34])[C:25]3[CH:30]=[C:29]([F:31])[C:28]([F:32])=[CH:27][C:26]=3[Cl:33])[NH:20][N:19]=2)=[O:17])[O:12][CH:11]([CH3:13])[N:10]=[CH:9]1)C1C=CC=CC=1.O.[C:36]1([CH3:46])[CH:41]=[CH:40][C:39]([S:42]([OH:45])(=[O:44])=[O:43])=[CH:38][CH:37]=1. (3) Given the product [CH2:13]([N:16]1[CH2:21][CH2:20][N:19]([C:2]2[NH:3][C:4](=[O:12])[C:5]3[C:10]([CH:11]=2)=[CH:9][CH:8]=[CH:7][CH:6]=3)[CH2:18][CH2:17]1)[CH2:14][CH3:15], predict the reactants needed to synthesize it. The reactants are: Cl[C:2]1[NH:3][C:4](=[O:12])[C:5]2[C:10]([CH:11]=1)=[CH:9][CH:8]=[CH:7][CH:6]=2.[CH2:13]([N:16]1[CH2:21][CH2:20][NH:19][CH2:18][CH2:17]1)[CH2:14][CH3:15]. (4) Given the product [ClH:1].[CH3:30][S:31]([CH2:34][CH2:35][C:36]1[CH:37]=[CH:38][C:39]([NH:42][C:2]2[N:7]=[C:6]([N:8]([CH3:29])[C:9]3[CH:28]=[CH:27][C:12]4[N:13]([CH3:26])[C:14]([NH:16][CH2:17][C:18]5[CH:23]=[CH:22][C:21]([O:24][CH3:25])=[CH:20][CH:19]=5)=[N:15][C:11]=4[CH:10]=3)[CH:5]=[CH:4][N:3]=2)=[CH:40][CH:41]=1)(=[O:32])=[O:33], predict the reactants needed to synthesize it. The reactants are: [Cl:1][C:2]1[N:7]=[C:6]([N:8]([CH3:29])[C:9]2[CH:28]=[CH:27][C:12]3[N:13]([CH3:26])[C:14]([NH:16][CH2:17][C:18]4[CH:23]=[CH:22][C:21]([O:24][CH3:25])=[CH:20][CH:19]=4)=[N:15][C:11]=3[CH:10]=2)[CH:5]=[CH:4][N:3]=1.[CH3:30][S:31]([CH2:34][CH2:35][C:36]1[CH:41]=[CH:40][C:39]([NH2:42])=[CH:38][CH:37]=1)(=[O:33])=[O:32]. (5) Given the product [CH2:8]([S:7][CH2:6][C:2]([CH3:15])([NH:1][C:17]([NH2:18])=[O:16])[C:3]([OH:5])=[O:4])[C:9]1[CH:14]=[CH:13][CH:12]=[CH:11][CH:10]=1, predict the reactants needed to synthesize it. The reactants are: [NH2:1][C:2]([CH3:15])([CH2:6][S:7][CH2:8][C:9]1[CH:14]=[CH:13][CH:12]=[CH:11][CH:10]=1)[C:3]([OH:5])=[O:4].[O-:16][C:17]#[N:18].[K+]. (6) Given the product [C:10]([C@@H:9]1[N:5]([C:3](=[O:4])[CH2:2][NH:14][C:15]23[CH2:24][C@H:19]4[CH2:20][C@H:21]([CH2:23][C:17]([OH:25])([CH2:18]4)[CH2:16]2)[CH2:22]3)[C@H:6]([C:12]#[N:13])[CH2:7][CH2:8]1)#[CH:11], predict the reactants needed to synthesize it. The reactants are: Cl[CH2:2][C:3]([N:5]1[C@@H:9]([C:10]#[CH:11])[CH2:8][CH2:7][C@H:6]1[C:12]#[N:13])=[O:4].[NH2:14][C:15]12[CH2:24][CH:19]3[CH2:20][CH:21]([CH2:23][C:17]([OH:25])([CH2:18]3)[CH2:16]1)[CH2:22]2.